This data is from Full USPTO retrosynthesis dataset with 1.9M reactions from patents (1976-2016). The task is: Predict the reactants needed to synthesize the given product. (1) Given the product [Cl:1][C:2]1[CH:7]=[C:6]([O:8][CH2:25][CH:27]2[CH2:28][O:29]2)[CH:5]=[CH:4][C:3]=1[CH2:9][CH2:10][C:11]([C:13]1[S:20][C:19]([CH3:21])=[C:18]2[C:14]=1[CH2:15][C@H:16]1[C:22]([CH3:24])([CH3:23])[C@H:17]12)=[O:12], predict the reactants needed to synthesize it. The reactants are: [Cl:1][C:2]1[CH:7]=[C:6]([OH:8])[CH:5]=[CH:4][C:3]=1[CH2:9][CH2:10][C:11]([C:13]1[S:20][C:19]([CH3:21])=[C:18]2[C:14]=1[CH2:15][C@H:16]1[C:22]([CH3:24])([CH3:23])[C@H:17]12)=[O:12].[CH2:25]([CH:27]1[O:29][CH2:28]1)Cl. (2) Given the product [CH3:14][O:13][CH2:20][NH:15][C:7]([C:5]1[O:6][C:2]([CH3:1])=[CH:3][CH:4]=1)=[O:8], predict the reactants needed to synthesize it. The reactants are: [CH3:1][C:2]1[O:6][C:5]([C:7](Cl)=[O:8])=[CH:4][CH:3]=1.Cl.CN[O:13][CH3:14].[N:15]1[CH:20]=CC=CC=1.O. (3) The reactants are: [OH:1][C@H:2]1[C@H:10]([CH3:11])[O:9][C:8](=[O:12])[C@@H:7]([N:13]([CH2:21][O:22][CH3:23])[C:14](=[O:20])[O:15][C:16]([CH3:19])([CH3:18])[CH3:17])[CH2:6][CH2:5][CH2:4][C@@H:3]1[CH2:24][C:25]1[CH:30]=[CH:29][C:28]([O:31][CH3:32])=[CH:27][CH:26]=1.[CH3:33][C:34](=[O:37])[C:35]#[CH:36]. Given the product [CH3:32][O:31][C:28]1[CH:29]=[CH:30][C:25]([CH2:24][C@@H:3]2[C@@H:2]([O:1][CH:36]=[CH:35][C:34](=[O:37])[CH3:33])[C@H:10]([CH3:11])[O:9][C:8](=[O:12])[C@@H:7]([N:13]([CH2:21][O:22][CH3:23])[C:14](=[O:20])[O:15][C:16]([CH3:19])([CH3:17])[CH3:18])[CH2:6][CH2:5][CH2:4]2)=[CH:26][CH:27]=1, predict the reactants needed to synthesize it. (4) Given the product [Br:3][C:4]1[C:5]([I:19])=[C:6]([OH:14])[C:7]([O:10][CH:11]([F:13])[F:12])=[CH:8][CH:9]=1, predict the reactants needed to synthesize it. The reactants are: CO.[Br:3][C:4]1[CH:9]=[CH:8][C:7]([O:10][CH:11]([F:13])[F:12])=[C:6]([O:14]CC2CC2)[C:5]=1[I:19].Cl. (5) Given the product [NH2:13][C:12]1[N:1]([C:3]2[CH:4]=[CH:5][C:6]([C:7]([OH:9])=[O:8])=[CH:10][CH:11]=2)[N:2]=[C:15]([C:17]2[CH:26]=[CH:25][C:20]([C:21]([O:23][CH3:24])=[O:22])=[CH:19][CH:18]=2)[CH:14]=1, predict the reactants needed to synthesize it. The reactants are: [NH:1]([C:3]1[CH:11]=[CH:10][C:6]([C:7]([OH:9])=[O:8])=[CH:5][CH:4]=1)[NH2:2].[C:12]([CH2:14][C:15]([C:17]1[CH:26]=[CH:25][C:20]([C:21]([O:23][CH3:24])=[O:22])=[CH:19][CH:18]=1)=O)#[N:13]. (6) The reactants are: O[C:2]1[CH:7]=[CH:6][N:5]2[N:8]=[CH:9][C:10]([C:11]([O:13][CH2:14][CH3:15])=[O:12])=[C:4]2[N:3]=1.F[P-](F)(F)(F)(F)F.N1(O[P+](N(C)C)(N(C)C)N(C)C)C2C=CC=CC=2N=N1.CCN(C(C)C)C(C)C.Cl.Cl.[F:54][C:55]1[CH:56]=[C:57]([C@H:62]2[CH2:66][CH2:65][CH2:64][NH:63]2)[C:58]([CH3:61])=[N:59][CH:60]=1. Given the product [F:54][C:55]1[CH:56]=[C:57]([C@H:62]2[CH2:66][CH2:65][CH2:64][N:63]2[C:2]2[CH:7]=[CH:6][N:5]3[N:8]=[CH:9][C:10]([C:11]([O:13][CH2:14][CH3:15])=[O:12])=[C:4]3[N:3]=2)[C:58]([CH3:61])=[N:59][CH:60]=1, predict the reactants needed to synthesize it. (7) Given the product [O:42]=[S:38]1(=[O:41])[CH2:39][CH2:40][N:35]([CH2:34][CH2:33][NH:32][C@:16]23[CH2:28][CH2:27][C@@H:26]([C:29]([CH3:31])=[CH2:30])[C@@H:17]2[C@@H:18]2[C@@:13]([CH3:43])([CH2:14][CH2:15]3)[C@@:12]3([CH3:44])[C@@H:21]([C@:22]4([CH3:25])[C@@H:9]([CH2:10][CH2:11]3)[C:8]([CH3:45])([CH3:46])[C:7]([C:54]3[CH2:55][CH2:56][C@:51]([CH2:50][F:49])([C:66]([O:68][CH2:69][C:70]5[CH:71]=[CH:72][CH:73]=[CH:74][CH:75]=5)=[O:67])[CH2:52][CH:53]=3)=[CH:24][CH2:23]4)[CH2:20][CH2:19]2)[CH2:36][CH2:37]1, predict the reactants needed to synthesize it. The reactants are: FC(F)(F)S(O[C:7]1[C:8]([CH3:46])([CH3:45])[C@H:9]2[C@:22]([CH3:25])([CH2:23][CH:24]=1)[C@@H:21]1[C@:12]([CH3:44])([C@@:13]3([CH3:43])[C@H:18]([CH2:19][CH2:20]1)[C@H:17]1[C@H:26]([C:29]([CH3:31])=[CH2:30])[CH2:27][CH2:28][C@:16]1([NH:32][CH2:33][CH2:34][N:35]1[CH2:40][CH2:39][S:38](=[O:42])(=[O:41])[CH2:37][CH2:36]1)[CH2:15][CH2:14]3)[CH2:11][CH2:10]2)(=O)=O.[F:49][CH2:50][C@:51]1([C:66]([O:68][CH2:69][C:70]2[CH:75]=[CH:74][CH:73]=[CH:72][CH:71]=2)=[O:67])[CH2:56][CH2:55][C:54](B2OC(C)(C)C(C)(C)O2)=[CH:53][CH2:52]1.C([O-])([O-])=O.[Na+].[Na+].O. (8) Given the product [CH3:1][N:2]1[CH2:3][CH2:4][C:5]([C:10]2[CH:11]=[CH:12][C:13]([F:16])=[CH:14][CH:15]=2)([CH2:8][NH2:9])[CH2:6][CH2:7]1, predict the reactants needed to synthesize it. The reactants are: [CH3:1][N:2]1[CH2:7][CH2:6][C:5]([C:10]2[CH:15]=[CH:14][C:13]([F:16])=[CH:12][CH:11]=2)([C:8]#[N:9])[CH2:4][CH2:3]1.[H-].[H-].[H-].[H-].[Li+].[Al+3]. (9) Given the product [CH3:11][C:12]1[O:16][N:15]=[C:14]([CH:17]([CH:2]2[CH2:7][CH2:6][O:5][CH2:4][CH2:3]2)[OH:18])[CH:13]=1, predict the reactants needed to synthesize it. The reactants are: Br[CH:2]1[CH2:7][CH2:6][O:5][CH2:4][CH2:3]1.[Mg].II.[CH3:11][C:12]1[O:16][N:15]=[C:14]([CH:17]=[O:18])[CH:13]=1. (10) Given the product [O:13]1[C:22]2[C:17](=[CH:18][CH:19]=[CH:20][CH:21]=2)[CH:16]([S:24][C:25]2[N:29]=[CH:28][NH:27][N:26]=2)[CH2:15][CH2:14]1, predict the reactants needed to synthesize it. The reactants are: ClC(Cl)(OC(=O)OC(Cl)(Cl)Cl)Cl.[O:13]1[C:22]2[C:17](=[CH:18][CH:19]=[CH:20][CH:21]=2)[CH:16](O)[CH2:15][CH2:14]1.[SH:24][C:25]1[N:29]=[CH:28][NH:27][N:26]=1.C(=O)([O-])[O-].[K+].[K+].